This data is from Retrosynthesis with 50K atom-mapped reactions and 10 reaction types from USPTO. The task is: Predict the reactants needed to synthesize the given product. (1) Given the product CCCCCc1cnc(Nc2nc(C)cs2)c(OCc2ccccc2)c1, predict the reactants needed to synthesize it. The reactants are: CCCC=Cc1cnc(Nc2nc(C)cs2)c(OCc2ccccc2)c1. (2) Given the product Cc1cnc(N2CCN(C(=O)c3ccc(N4CCCN(C)C4=O)cc3)CC2)c(C)c1, predict the reactants needed to synthesize it. The reactants are: CI.Cc1cnc(N2CCN(C(=O)c3ccc(N4CCCNC4=O)cc3)CC2)c(C)c1. (3) Given the product CCCCCCCCOc1ccc(-c2c(F)c(F)cc3c2CCC(CCCCCCCC)C3)cc1, predict the reactants needed to synthesize it. The reactants are: CCCCCCCCBr.CCCCCCCCC1CCc2c(cc(F)c(F)c2-c2ccc(O)cc2)C1. (4) Given the product COC(=O)c1ccc2c(C3CCCCC3)c(-c3ccccc3OCc3ccccc3)[nH]c2c1, predict the reactants needed to synthesize it. The reactants are: COC(=O)c1ccc2c(C3CCCCC3)c(Br)[nH]c2c1.OB(O)c1ccccc1OCc1ccccc1. (5) Given the product COC(=O)c1ccc(OC)cc1OC(C)C, predict the reactants needed to synthesize it. The reactants are: CC(C)Br.COC(=O)c1ccc(OC)cc1O. (6) Given the product NC[C@H]1CN(C[C@@H]2COc3c(F)ccc4ccc(=O)n2c34)C[C@H]1O, predict the reactants needed to synthesize it. The reactants are: O=C(NC[C@H]1CN(C[C@@H]2COc3c(F)ccc4ccc(=O)n2c34)C[C@H]1O)OCc1ccccc1. (7) Given the product O=C(O)c1ccc(C2OCCCO2)cc1F, predict the reactants needed to synthesize it. The reactants are: COC(=O)c1ccc(C2OCCCO2)cc1F. (8) Given the product CC1(C)OC(=O)N(C2CC=C(c3cnc4[nH]ccc4c3)CC2)[C@H]1c1ccccc1, predict the reactants needed to synthesize it. The reactants are: CC1(C)OB(c2cnc3[nH]ccc3c2)OC1(C)C.CC1(C)OC(=O)N(C2CC=C(OS(=O)(=O)C(F)(F)F)CC2)[C@H]1c1ccccc1. (9) The reactants are: COC(=O)Cc1c(C(=O)NCc2cccs2)nc2c(C(F)(F)F)cc(-c3ccoc3)cn12. Given the product O=C(O)Cc1c(C(=O)NCc2cccs2)nc2c(C(F)(F)F)cc(-c3ccoc3)cn12, predict the reactants needed to synthesize it.